This data is from Reaction yield outcomes from USPTO patents with 853,638 reactions. The task is: Predict the reaction yield, written as a fraction of the theoretical maximum amount of product (1.0 means a 100% yield; for example, 0.34 means a 34% yield). (1) The reactants are [Br:1][C:2]1[C:10]2[C:5](=[CH:6][CH:7]=[C:8]([C:11]#[N:12])[CH:9]=2)[N:4]([CH:13]2[CH2:18][CH2:17][CH2:16][CH2:15][O:14]2)[N:3]=1.[OH-:19].[Na+].OO.Cl. The catalyst is C(O)C.O. The product is [Br:1][C:2]1[C:10]2[C:5](=[CH:6][CH:7]=[C:8]([C:11]([NH2:12])=[O:19])[CH:9]=2)[N:4]([CH:13]2[CH2:18][CH2:17][CH2:16][CH2:15][O:14]2)[N:3]=1. The yield is 0.880. (2) The reactants are C[O:2][C:3](=[O:50])[CH2:4][C@H:5]([O:42][Si](C(C)(C)C)(C)C)[CH2:6][CH:7](O)[CH2:8][CH2:9][C:10]1[N:11]([CH:38]([CH3:40])[CH3:39])[C:12]([C:28](=[O:37])[NH:29][C:30]2[CH:35]=[CH:34][C:33](F)=[CH:32][CH:31]=2)=[C:13]([C:22]2[CH:27]=[CH:26][CH:25]=[CH:24][CH:23]=2)[C:14]=1[C:15]1[CH:20]=[CH:19][C:18]([F:21])=[CH:17][CH:16]=1.[FH:51]. The catalyst is C(#N)C. The product is [F:51][C:33]1[CH:32]=[CH:31][C:30]([NH:29][C:28]([C:12]2[N:11]([CH:38]([CH3:39])[CH3:40])[C:10]([CH2:9][CH2:8][CH:7]3[CH2:6][C@@H:5]([OH:42])[CH2:4][C:3](=[O:2])[O:50]3)=[C:14]([C:15]3[CH:20]=[CH:19][C:18]([F:21])=[CH:17][CH:16]=3)[C:13]=2[C:22]2[CH:23]=[CH:24][CH:25]=[CH:26][CH:27]=2)=[O:37])=[CH:35][CH:34]=1. The yield is 0.580. (3) The reactants are Br[C:2]1[CH:15]=[CH:14][C:5]([O:6][Si:7]([C:10]([CH3:13])([CH3:12])[CH3:11])([CH3:9])[CH3:8])=[CH:4][CH:3]=1.Cl[SiH:17]([CH3:19])[CH3:18]. No catalyst specified. The product is [CH3:18][SiH:17]([CH3:19])[C:2]1[CH:15]=[CH:14][C:5]([O:6][Si:7]([C:10]([CH3:13])([CH3:12])[CH3:11])([CH3:9])[CH3:8])=[CH:4][CH:3]=1. The yield is 0.900. (4) The reactants are [CH3:1][O:2][C:3](=[O:21])[C:4]1[CH:9]=[C:8]([C:10](=[O:15])[CH2:11][CH2:12][O:13][CH3:14])[C:7]([C:16]([F:19])([F:18])[F:17])=[CH:6][C:5]=1[NH2:20].[C:22](Cl)(Cl)=[O:23]. The catalyst is C1(C)C=CC=CC=1. The product is [CH3:1][O:2][C:3](=[O:21])[C:4]1[CH:9]=[C:8]([C:10](=[O:15])[CH2:11][CH2:12][O:13][CH3:14])[C:7]([C:16]([F:17])([F:19])[F:18])=[CH:6][C:5]=1[N:20]=[C:22]=[O:23]. The yield is 1.00. (5) The reactants are [C:1]([C:5]1[CH:6]=[C:7]2[C:12](=[C:13]([F:15])[CH:14]=1)[C:11](=[O:16])[N:10]([C:17]1[N:24]=[CH:23][CH:22]=[C:21]([C:25]3[CH:30]=[C:29]([NH:31][C:32]4[CH:40]=[C:35]5[CH2:36][O:37][CH2:38][CH2:39][N:34]5[N:33]=4)[C:28](=[O:41])[N:27]([CH3:42])[CH:26]=3)[C:18]=1[CH:19]=[O:20])[N:9]=[CH:8]2)([CH3:4])([CH3:3])[CH3:2].[BH4-].[Na+]. The catalyst is CO. The product is [C:1]([C:5]1[CH:6]=[C:7]2[C:12](=[C:13]([F:15])[CH:14]=1)[C:11](=[O:16])[N:10]([C:17]1[C:18]([CH2:19][OH:20])=[C:21]([C:25]3[CH:30]=[C:29]([NH:31][C:32]4[CH:40]=[C:35]5[CH2:36][O:37][CH2:38][CH2:39][N:34]5[N:33]=4)[C:28](=[O:41])[N:27]([CH3:42])[CH:26]=3)[CH:22]=[CH:23][N:24]=1)[N:9]=[CH:8]2)([CH3:4])([CH3:2])[CH3:3]. The yield is 0.470.